This data is from Full USPTO retrosynthesis dataset with 1.9M reactions from patents (1976-2016). The task is: Predict the reactants needed to synthesize the given product. Given the product [OH:30][NH:31][C:3]([C:5]1[CH:14]=[CH:13][C:12]2[CH2:11][CH2:10][CH:9]([NH:15][S:26]([C:20]3[CH:21]=[CH:22][C:23]([O:24][CH3:25])=[C:18]([O:17][CH3:16])[CH:19]=3)(=[O:28])=[O:27])[CH2:8][C:7]=2[CH:6]=1)=[O:4], predict the reactants needed to synthesize it. The reactants are: CO[C:3]([C:5]1[CH:14]=[CH:13][C:12]2[CH2:11][CH2:10][CH:9]([NH2:15])[CH2:8][C:7]=2[CH:6]=1)=[O:4].[CH3:16][O:17][C:18]1[CH:19]=[C:20]([S:26](Cl)(=[O:28])=[O:27])[CH:21]=[CH:22][C:23]=1[O:24][CH3:25].[OH:30][NH2:31].[OH-].[K+].